Task: Predict the reactants needed to synthesize the given product.. Dataset: Full USPTO retrosynthesis dataset with 1.9M reactions from patents (1976-2016) (1) The reactants are: [CH2:1]([NH:4][C:5]([N:7]([CH2:16][C:17]1[CH:22]=[CH:21][C:20]([CH3:23])=[CH:19][CH:18]=1)[NH:8]C(OC(C)(C)C)=O)=[O:6])[CH2:2][CH3:3].[CH3:24][S:25]([OH:28])(=[O:27])=[O:26]. Given the product [CH3:24][S:25]([OH:28])(=[O:27])=[O:26].[CH2:1]([NH:4][C:5]([N:7]([CH2:16][C:17]1[CH:22]=[CH:21][C:20]([CH3:23])=[CH:19][CH:18]=1)[NH2:8])=[O:6])[CH2:2][CH3:3], predict the reactants needed to synthesize it. (2) Given the product [Cl:16][C:17]1[CH:18]=[CH:19][C:20]([C:23]2[N:24]=[N:25][C:26]([C:29]#[C:30][C:2]3[CH:15]=[CH:14][C:5]([O:6][CH2:7][CH2:8][N:9]4[CH2:13][CH2:12][CH2:11][CH2:10]4)=[CH:4][CH:3]=3)=[CH:27][CH:28]=2)=[CH:21][CH:22]=1, predict the reactants needed to synthesize it. The reactants are: I[C:2]1[CH:15]=[CH:14][C:5]([O:6][CH2:7][CH2:8][N:9]2[CH2:13][CH2:12][CH2:11][CH2:10]2)=[CH:4][CH:3]=1.[Cl:16][C:17]1[CH:22]=[CH:21][C:20]([C:23]2[N:24]=[N:25][C:26]([C:29]#[CH:30])=[CH:27][CH:28]=2)=[CH:19][CH:18]=1. (3) Given the product [CH3:1][C:2]1[S:3][CH:4]=[CH:5][C:6]=1[CH:7]([OH:9])[CH3:8], predict the reactants needed to synthesize it. The reactants are: [CH3:1][C:2]1[S:3][CH:4]=[CH:5][C:6]=1[C:7](=[O:9])[CH3:8].[BH4-].[Na+].O. (4) Given the product [Cl:1][C:2]1[N:3]=[CH:4][C:5]2[CH:10]=[CH:9][N:8]([CH2:11][C:12]([OH:14])=[O:13])[C:6]=2[N:7]=1, predict the reactants needed to synthesize it. The reactants are: [Cl:1][C:2]1[N:3]=[CH:4][C:5]2[CH:10]=[CH:9][N:8]([CH2:11][C:12]([O:14]CC)=[O:13])[C:6]=2[N:7]=1.[OH-].[Na+]. (5) Given the product [CH3:1][NH:2][C@@H:9]([C:11]1[S:15][C:14]2[CH:16]=[CH:17][CH:18]=[CH:19][C:13]=2[C:12]=1[CH3:20])[CH3:10], predict the reactants needed to synthesize it. The reactants are: [CH3:1][N:2]([C@@H:9]([C:11]1[S:15][C:14]2[CH:16]=[CH:17][CH:18]=[CH:19][C:13]=2[C:12]=1[CH3:20])[CH3:10])[S@@](C(C)(C)C)=O.C(O)(C(F)(F)F)=O. (6) The reactants are: [Cl:1][CH2:2][C:3](Cl)=[O:4].[F:6][C:7]1[CH:12]=[C:11]([N+:13]([O-:15])=[O:14])[CH:10]=[CH:9][C:8]=1[NH:16][CH3:17]. Given the product [Cl:1][CH2:2][C:3]([N:16]([C:8]1[CH:9]=[CH:10][C:11]([N+:13]([O-:15])=[O:14])=[CH:12][C:7]=1[F:6])[CH3:17])=[O:4], predict the reactants needed to synthesize it. (7) Given the product [F:26][C:25]([F:28])([F:27])[S:22]([O:12][C:9]1[C:10]2[C:5](=[CH:4][C:3]([C:13]#[N:14])=[C:2]([F:1])[CH:11]=2)[CH:6]=[CH:7][CH:8]=1)(=[O:23])=[O:21], predict the reactants needed to synthesize it. The reactants are: [F:1][C:2]1[C:3]([C:13]#[N:14])=[CH:4][C:5]2[C:10]([CH:11]=1)=[C:9]([OH:12])[CH:8]=[CH:7][CH:6]=2.N1C=CC=CC=1.[O:21](S(C(F)(F)F)(=O)=O)[S:22]([C:25]([F:28])([F:27])[F:26])(=O)=[O:23].